Dataset: Catalyst prediction with 721,799 reactions and 888 catalyst types from USPTO. Task: Predict which catalyst facilitates the given reaction. Reactant: [NH2:1][CH2:2][C:3]([N:5]1[CH2:9][C@H:8]([NH:10][C:11](=[O:18])[C:12]2[CH:17]=[CH:16][CH:15]=[CH:14][CH:13]=2)[CH2:7][C@H:6]1[C:19]([OH:21])=[O:20])=[O:4].C(N(CC)CC)C.[F:29][C:30]([F:41])([F:40])[C:31](O[C:31](=[O:32])[C:30]([F:41])([F:40])[F:29])=[O:32]. Product: [C:11]([NH:10][C@H:8]1[CH2:9][N:5]([C:3](=[O:4])[CH2:2][NH:1][C:31](=[O:32])[C:30]([F:41])([F:40])[F:29])[C@H:6]([C:19]([OH:21])=[O:20])[CH2:7]1)(=[O:18])[C:12]1[CH:13]=[CH:14][CH:15]=[CH:16][CH:17]=1. The catalyst class is: 21.